The task is: Predict the product of the given reaction.. This data is from Forward reaction prediction with 1.9M reactions from USPTO patents (1976-2016). (1) Given the reactants [OH:1][C:2]1[CH:11]=[CH:10][C:5]2[C:6](=[O:9])[CH2:7][O:8][C:4]=2[C:3]=1[CH2:12][N:13]1[CH2:18][CH2:17][N:16]([CH3:19])[CH2:15][CH2:14]1.[S:20]([N:30]1[C:38]2[C:33](=[CH:34][CH:35]=[CH:36][CH:37]=2)[C:32]([CH:39]=O)=[CH:31]1)([C:23]1[CH:29]=[CH:28][C:26]([CH3:27])=[CH:25][CH:24]=1)(=[O:22])=[O:21].N1CCCCC1, predict the reaction product. The product is: [OH:1][C:2]1[CH:11]=[CH:10][C:5]2[C:6](=[O:9])/[C:7](=[CH:39]/[C:32]3[C:33]4[C:38](=[CH:37][CH:36]=[CH:35][CH:34]=4)[N:30]([S:20]([C:23]4[CH:24]=[CH:25][C:26]([CH3:27])=[CH:28][CH:29]=4)(=[O:22])=[O:21])[CH:31]=3)/[O:8][C:4]=2[C:3]=1[CH2:12][N:13]1[CH2:14][CH2:15][N:16]([CH3:19])[CH2:17][CH2:18]1. (2) Given the reactants Br[C:2]1[CH:3]=[C:4]([OH:8])[CH:5]=[N:6][CH:7]=1.[C:9]([Cu])#[N:10], predict the reaction product. The product is: [OH:8][C:4]1[CH:5]=[N:6][CH:7]=[C:2]([CH:3]=1)[C:9]#[N:10]. (3) Given the reactants [CH2:1]([O:3][C:4]([C:6]1[N:11]2[N:12]=[C:13]([NH:15][C:16]([NH:18][CH2:19][CH3:20])=[O:17])[N:14]=[C:10]2[CH:9]=[C:8](Br)[CH:7]=1)=[O:5])[CH3:2].C([O-])(=O)C.[Na+].[N:27]1[CH:32]=[C:31](B(O)O)[CH:30]=[N:29][CH:28]=1.O, predict the reaction product. The product is: [CH2:1]([O:3][C:4]([C:6]1[N:11]2[N:12]=[C:13]([NH:15][C:16]([NH:18][CH2:19][CH3:20])=[O:17])[N:14]=[C:10]2[CH:9]=[C:8]([C:31]2[CH:32]=[N:27][CH:28]=[N:29][CH:30]=2)[CH:7]=1)=[O:5])[CH3:2]. (4) Given the reactants [N:1]1[CH:6]=[CH:5][CH:4]=[CH:3][C:2]=1[C:7]1[N:11]=[C:10]([C:12]2[CH:17]=[C:16](Br)[CH:15]=[CH:14][C:13]=2[O:19][CH3:20])[O:9][N:8]=1.O.[CH3:22][N:23](C)C=O, predict the reaction product. The product is: [N:1]1[CH:6]=[CH:5][CH:4]=[CH:3][C:2]=1[C:7]1[N:11]=[C:10]([C:12]2[CH:17]=[C:16]([C:22]#[N:23])[CH:15]=[CH:14][C:13]=2[O:19][CH3:20])[O:9][N:8]=1. (5) The product is: [F:1][C:2]1[CH:3]=[C:4]([CH:22]=[CH:23][C:24]=1[F:25])[CH2:5][C@H:6]1[CH2:11][C@@H:10]([C:12]2[O:16][NH:15][C:14](=[O:17])[CH:13]=2)[CH2:9][CH2:8][NH:7]1. Given the reactants [F:1][C:2]1[CH:3]=[C:4]([CH:22]=[CH:23][C:24]=1[F:25])[CH2:5][C@H:6]1[CH2:11][C@@H:10]([C:12]2[O:16][NH:15][C:14](=[O:17])[CH:13]=2)[CH2:9][CH2:8][N:7]1C(OC)=O.Br, predict the reaction product.